From a dataset of Full USPTO retrosynthesis dataset with 1.9M reactions from patents (1976-2016). Predict the reactants needed to synthesize the given product. (1) The reactants are: [C:1]([C:5]1[N:6]=[C:7]([N:16]2[CH2:20][CH2:19][C:18]([F:22])([F:21])[CH2:17]2)[C:8]2[C:9](=[N:11][N:12]([CH2:14][CH3:15])[N:13]=2)[N:10]=1)([CH3:4])([CH3:3])[CH3:2].C(C1N=C(N2CCC(F)(F)C2)C2N=NNC=2N=1)(C)(C)C.Br.BrCC1[CH:51]=[CH:50][N:49]=[CH:48][C:47]=1[Cl:52]. Given the product [C:1]([C:5]1[N:6]=[C:7]([N:16]2[CH2:20][CH2:19][C:18]([F:21])([F:22])[CH2:17]2)[C:8]2[C:9](=[N:11][N:12]([CH2:14][C:15]3[CH:51]=[CH:50][N:49]=[CH:48][C:47]=3[Cl:52])[N:13]=2)[N:10]=1)([CH3:2])([CH3:3])[CH3:4], predict the reactants needed to synthesize it. (2) Given the product [C:1]1([C:7]2[N:8]=[C:9]([C:12]3[CH:13]=[CH:14][C:15]([C:16]4[NH:22][N:21]=[N:20][N:17]=4)=[CH:18][CH:19]=3)[S:10][CH:11]=2)[CH:6]=[CH:5][CH:4]=[CH:3][CH:2]=1, predict the reactants needed to synthesize it. The reactants are: [C:1]1([C:7]2[N:8]=[C:9]([C:12]3[CH:19]=[CH:18][C:15]([C:16]#[N:17])=[CH:14][CH:13]=3)[S:10][CH:11]=2)[CH:6]=[CH:5][CH:4]=[CH:3][CH:2]=1.[N-:20]=[N+:21]=[N-:22].[Na+].[Cl-].[NH4+]. (3) Given the product [Cl:1][C:2]1[C:3]2[C:10]([I:11])=[CH:9][N:8]([CH2:15][CH:12]3[CH2:14][CH2:13]3)[C:4]=2[N:5]=[CH:6][N:7]=1, predict the reactants needed to synthesize it. The reactants are: [Cl:1][C:2]1[C:3]2[C:10]([I:11])=[CH:9][NH:8][C:4]=2[N:5]=[CH:6][N:7]=1.[CH:12]1([CH2:15]O)[CH2:14][CH2:13]1.C1C=CC(P(C2C=CC=CC=2)C2C=CC=CC=2)=CC=1.CC(OC(/N=N/C(OC(C)C)=O)=O)C. (4) Given the product [Cl:8][C:6]1[N:5]=[CH:4][N:3]=[C:2]([NH:19][C:14]2[C:13]3[CH:12]=[CH:11][N:10]=[CH:9][C:18]=3[CH:17]=[CH:16][CH:15]=2)[CH:7]=1, predict the reactants needed to synthesize it. The reactants are: Cl[C:2]1[CH:7]=[C:6]([Cl:8])[N:5]=[CH:4][N:3]=1.[CH:9]1[C:18]2[CH:17]=[CH:16][CH:15]=[C:14]([NH2:19])[C:13]=2[CH:12]=[CH:11][N:10]=1.CC(C)([O-])C.[Na+]. (5) Given the product [NH2:23][C:18]1[N:17]=[C:16]([C:15]([NH:14][C@@H:13]([C:4]2[CH:5]=[CH:6][C:7]([O:8][C:9]([F:12])([F:10])[F:11])=[C:2]([F:1])[CH:3]=2)[C:27]2[C:32]([F:33])=[CH:31][CH:30]=[CH:29][N:28]=2)=[O:26])[CH:21]=[CH:20][C:19]=1[OH:22], predict the reactants needed to synthesize it. The reactants are: [F:1][C:2]1[CH:3]=[C:4]([C@@H:13]([C:27]2[C:32]([F:33])=[CH:31][CH:30]=[CH:29][N:28]=2)[NH:14][C:15](=[O:26])[C:16]2[CH:21]=[CH:20][C:19]([OH:22])=[C:18]([N+:23]([O-])=O)[N:17]=2)[CH:5]=[CH:6][C:7]=1[O:8][C:9]([F:12])([F:11])[F:10].O.NN.CCOC(C)=O. (6) Given the product [O:1]1[C:6]2[CH:7]=[CH:8][C:9]([CH2:13][C:12]([NH2:20])=[O:15])=[CH:10][C:5]=2[O:4][CH2:3][CH2:2]1, predict the reactants needed to synthesize it. The reactants are: [O:1]1[C:6]2[CH:7]=[CH:8][C:9](N)=[CH:10][C:5]=2[O:4][CH2:3][CH2:2]1.[C:12]([O:15]C(=O)C)(=O)[CH3:13].O.[N:20]1C=CC=CC=1. (7) Given the product [OH:19][C:13]1([C:14]([O:16][CH2:17][CH3:18])=[O:15])[C:5]2[C:4](=[O:10])[NH:3][CH2:8][CH2:7][C:6]=2[O:9][CH2:12]1, predict the reactants needed to synthesize it. The reactants are: [OH-].[K+].[NH:3]1[CH2:8][CH2:7][C:6](=[O:9])[CH2:5][C:4]1=[O:10].Br[CH2:12][C:13](=[O:19])[C:14]([O:16][CH2:17][CH3:18])=[O:15]. (8) Given the product [Cl:14][C:8]1[CH:7]=[C:6]2[C:11]([C:12](=[O:13])[C:3]([CH2:2][NH:1][C:30]([C:28]3[CH:27]=[CH:26][C:25]4[S:21][CH:22]=[N:23][C:24]=4[CH:29]=3)=[O:31])=[CH:4][N:5]2[C:15]2[CH:16]=[CH:17][CH:18]=[CH:19][CH:20]=2)=[CH:10][CH:9]=1, predict the reactants needed to synthesize it. The reactants are: [NH2:1][CH2:2][C:3]1[C:12](=[O:13])[C:11]2[C:6](=[CH:7][C:8]([Cl:14])=[CH:9][CH:10]=2)[N:5]([C:15]2[CH:20]=[CH:19][CH:18]=[CH:17][CH:16]=2)[CH:4]=1.[S:21]1[C:25]2[CH:26]=[CH:27][C:28]([C:30](O)=[O:31])=[CH:29][C:24]=2[N:23]=[CH:22]1. (9) Given the product [NH2:8][CH:9]([CH2:13][C:14]([F:17])([F:16])[F:15])[CH2:10][OH:11], predict the reactants needed to synthesize it. The reactants are: C[Si](Cl)(C)C.[BH4-].[Li+].[NH2:8][CH:9]([CH2:13][C:14]([F:17])([F:16])[F:15])[C:10](O)=[O:11].